Dataset: Experimentally validated miRNA-target interactions with 360,000+ pairs, plus equal number of negative samples. Task: Binary Classification. Given a miRNA mature sequence and a target amino acid sequence, predict their likelihood of interaction. (1) The miRNA is cel-miR-1018 with sequence AGAGAGAUCAUUGGACUUACAG. The protein sequence of the target gene is MSRQSSVSFRSGGSRSFSTASAITPSVSRTSFTSVSRSGGGGGGGFGRVSLAGACGVGGYGSRSLYNLGGSKRISISTSGGSFRNRFGAGAGGGYGFGGGAGSGFGFGGGAGGGFGLGGGAGFGGGFGGPGFPVCPPGGIQEVTVNQSLLTPLNLQIDPSIQRVRTEEREQIKTLNNKFASFIDKVRFLEQQNKVLDTKWTLLQEQGTKTVRQNLEPLFEQYINNLRRQLDSIVGERGRLDSELRNMQDLVEDFKNKYEDEINKRTTAENEFVMLKKDVDAAYMNKVELEAKVDALMDEI.... Result: 0 (no interaction). (2) The miRNA is hsa-miR-520a-3p with sequence AAAGUGCUUCCCUUUGGACUGU. The protein sequence of the target gene is MAGKAAEERGLPKGATPQDTSGLQDRLFSSESDNSLYFTYSGQPNTLEVRDLNYQVDLASQVPWFEQLAQFKMPWTSPSCQNSCELGIQNLSFKVRSGQMLAIIGSSGCGRASLLDVITGRGHGGKIKSGQIWINGQPSSPQLVRKCVAHVRQHNQLLPNLTVRETLAFIAQMRLPRTFSQAQRDKRVEDVIAELRLRQCADTRVGNMYVRGLSGGERRRVSIGVQLLWNPGILILDEPTSGLDSFTAHNLVKTLSRLAKGNRLVLISLHQPRSDIFRLFDLVLLMTSGTPIYLGAAQHM.... Result: 1 (interaction). (3) The miRNA is ath-miR167b with sequence UGAAGCUGCCAGCAUGAUCUA. The protein sequence of the target gene is MKSGPGIQAAIDLTAGAAGGTACVLTGQPFDTIKVKMQTFPDLYKGLTDCFLKTYAQVGLRGFYKGTGPALMAYVAENSVLFMCYGFCQQFVRKVAGMDKQAKLSDLQTAAAGSFASAFAALALCPTELVKCRLQTMYEMEMSGKIAKSHNTIWSVVKGILKKDGPLGFYHGLSSTLLQEVPGYFFFFGGYELSRSFFASGRSKDELGPVHLMLSGGVAGICLWLVVFPVDCIKSRIQVLSMYGKQAGFIGTLLSVVRNEGIVALYSGLKATMIRAIPANGALFVAYEYSRKMMMKQLEA.... Result: 0 (no interaction). (4) Result: 0 (no interaction). The protein sequence of the target gene is MQSCARAWGLRLGRGVGGGRRLAGGSGPCWAPRSRDSSSGGGDSAAAGASRLLERLLPRHDDFARRHIGPGDKDQREMLQTLGLASIDELIEKTVPANIRLKRPLKMEDPVCENEILATLHAISSKNQIWRSYIGMGYYNCSVPQTILRNLLENSGWITQYTPYQPEVSQGRLESLLNYQTMVCDITGLDMANASLLDEGTAAAEALQLCYRHNKRRKFLVDPRCHPQTIAVVQTRAKYTGVLTELKLPCEMDFSGKDVSGVLFQYPDTEGKVEDFTELVERAHQSGSLACCATDLLALC.... The miRNA is mmu-miR-297a-3p with sequence UAUACAUACACACAUACCCAUA. (5) The miRNA is mmu-miR-3965 with sequence UGCUUAUCAGCCUGAUGUU. The protein sequence of the target gene is MIMNSAVSLVILLSLLCEAHTVVLLNPTDSSLPANNFTDTEAALSTPLESADIPKARRKRYISQNDMIAILDYHNQVRGKVFPPAANMEYMVWDENLAKSAEAWAATCIWDHGPSYLLRFLGQNLSVRTGRYRSILQLVKPWYDEVKDYAFPYPQDCNPRCPMRCFGPMCTHYTQMVWATSNRIGCAIHTCQNMNVWGSVWRRAVYLVCNYAPKGNWIGEAPYKVGVPCSSCPPSYGGACTDNLCFPGVTTNYLYWFK. Result: 1 (interaction). (6) The miRNA is dme-miR-4-3p with sequence AUAAAGCUAGACAACCAUUGA. The protein sequence of the target gene is MAVQGQRFMTKTQHYRKVTKPLLERKRRARMNLYLDELKDLIVDTMDAQGEQVSKLEKADILELTVNYLKAQQQQRVANPQSPPPDQVNLDKFRAGYTQAAYEVSHIFSTVPGLDLKFGTHLMKQLGHQLKDMKQEEEIIDMAEEPVNLADQKRSKSPREEDIHHGEEVWRPW. Result: 1 (interaction). (7) The miRNA is hsa-miR-219a-5p with sequence UGAUUGUCCAAACGCAAUUCU. The protein sequence of the target gene is MSLEQEEETQPGRLLGRRDAVPAFIEPNVRFWITERQSFIRRFLQWTELLDPTNVFISVESIENSRQLLCTNEDVSSPASADQRIQEAWKRSLATVHPDSSNLIPKLFRPAAFLPFMAPTVFLSMTPLKGIKSVILPQVFLCAYMAAFNSINGNRSYTCKPLERSLLMAGAVASSTFLGVIPQFVQMKYGLTGPWIKRLLPVIFLVQASGMNVYMSRSLESIKGIAVMDKEGNVLGHSRIAGTKAVRETLASRIVLFGTSALIPEVFTYFFKRTQYFRKNPGSLWILKLSCTVLAMGLMV.... Result: 0 (no interaction). (8) The miRNA is hsa-miR-550b-2-5p with sequence AUGUGCCUGAGGGAGUAAGACA. The protein sequence of the target gene is MAESFFSDFGLLWYLKELRKEEFWKFKELLKQPLEKFELKPIPWAELKKASKEDVAKLLDKHYPGKQAWEVTLNLFLQINRKDLWTKAQEEMRNKLNPYRKHMKETFQLIWEKETCLHVPEHFYKETMKNEYKELNDAYTAAARRHTVVLEGPDGIGKTTLLRKVMLDWAEGNLWKDRFTFVFFLNVCEMNGIAETSLLELLSRDWPESSEKIEDIFSQPERILFIMDGFEQLKFNLQLKADLSDDWRQRQPMPIILSSLLQKKMLPESSLLIALGKLAMQKHYFMLRHPKLIKLLGFSE.... Result: 1 (interaction). (9) The miRNA is hsa-miR-92b-3p with sequence UAUUGCACUCGUCCCGGCCUCC. The protein sequence of the target gene is MPKGPKQQPPEPEWIGDGEGTSPADKVVKKGKKDKKTKKTFFEELAVEDKQAGEEEKLQKEKEQQQQQQQQKKKRDTRKGRRKKDVDDDSDERVLMERLKQLSVPASDEEDEVPAPIPRGRKKAKGGNVFEALIQDDSEEEEEEEENRVLKPAKPEKNRINKAVAEEPPGLRSKKGKEEKSKGKAKSKPAAADSEGEEEEEDTAKEKEPPQQGKDRDKKEAEQGSGEEKEEKEGDLKANDPYANLSKKEKKKLKKQMDYERQVESLKAANAAENDFSVSQAEVSSRQAMLENASDIKLEK.... Result: 0 (no interaction). (10) The protein sequence of the target gene is MESSRGRPGPETDLLAVAEHQALVFGGGPGRTSSEPPAGLRVSGEEETENVGGANRHPRTSPKTSSCGVVHRPEREALENEPGPQGTLSGAGSRRGAPGAEHEPSLSSRHKNPAPPEGKPSSGRDCRRGGPGGGMDVEQQEEEDNDEEAAAGSRAGRSFSSRLQDSRSLDGLSEACGGAGSSGSAESGAGGGRRATISSPLELEGTVSRHGDLTHFVANNLQLKIRLSGAPPPPPSAPARPCPAPAPTPTPAIPPIDPEVLRDLERLSRELGGRVDRLLRGLGGAVQELTALSVGCIQTY.... The miRNA is bta-miR-21-5p with sequence UAGCUUAUCAGACUGAUGUUGACU. Result: 0 (no interaction).